From a dataset of Peptide-MHC class II binding affinity with 134,281 pairs from IEDB. Regression. Given a peptide amino acid sequence and an MHC pseudo amino acid sequence, predict their binding affinity value. This is MHC class II binding data. (1) The peptide sequence is GKKKYKLKHIVWASREL. The MHC is HLA-DPA10201-DPB10501 with pseudo-sequence HLA-DPA10201-DPB10501. The binding affinity (normalized) is 0.245. (2) The peptide sequence is AFQGLFGGLNWITKV. The MHC is DRB1_0901 with pseudo-sequence DRB1_0901. The binding affinity (normalized) is 0.469. (3) The peptide sequence is RPMFLYVRTNGTSKI. The MHC is DRB1_0404 with pseudo-sequence DRB1_0404. The binding affinity (normalized) is 0.820. (4) The peptide sequence is KGNKTCGFVDERGLY. The MHC is DRB3_0101 with pseudo-sequence DRB3_0101. The binding affinity (normalized) is 0.136.